Task: Predict the reaction yield, written as a fraction of the theoretical maximum amount of product (1.0 means a 100% yield; for example, 0.34 means a 34% yield).. Dataset: Reaction yield outcomes from USPTO patents with 853,638 reactions The reactants are C(=O)([O-])[O-].[K+].[K+].Br[CH2:8][CH2:9]Br.[C:11]([C:14]1[CH:15]=[C:16]([C:25]([CH3:28])([CH3:27])[CH3:26])[C:17]([OH:24])=[C:18]([NH:20][C:21](=[O:23])[CH3:22])[CH:19]=1)(=[O:13])[CH3:12]. The catalyst is CN(C)C=O. The product is [C:21]([N:20]1[C:18]2[CH:19]=[C:14]([C:11](=[O:13])[CH3:12])[CH:15]=[C:16]([C:25]([CH3:28])([CH3:27])[CH3:26])[C:17]=2[O:24][CH2:9][CH2:8]1)(=[O:23])[CH3:22]. The yield is 0.981.